The task is: Predict which catalyst facilitates the given reaction.. This data is from Catalyst prediction with 721,799 reactions and 888 catalyst types from USPTO. (1) Reactant: [NH:1]1[C:9]2[C:4](=[CH:5][CH:6]=[C:7]([C:10]([O:12][CH3:13])=[O:11])[CH:8]=2)[CH:3]=[CH:2]1.[Cl-].[Al+3].[Cl-].[Cl-].Br[CH:19]([CH3:21])[CH3:20].C(=O)([O-])O.[Na+]. Product: [CH:19]([C:3]1[C:4]2[C:9](=[CH:8][C:7]([C:10]([O:12][CH3:13])=[O:11])=[CH:6][CH:5]=2)[NH:1][CH:2]=1)([CH3:21])[CH3:20]. The catalyst class is: 4. (2) Reactant: [C:1]([C:3]1[O:7][C:6](Br)=[CH:5][CH:4]=1)#[N:2].[NH:9]1[C:17]2[C:12](=[CH:13][CH:14]=[CH:15][CH:16]=2)[C:11]2([CH:21](B(O)O)CC[CH2:18]2)[C:10]1=[O:25].C(=O)([O-])[O-].[Na+].[Na+].[OH-].[Na+]. Product: [CH3:18][C:11]1([CH3:21])[C:12]2[C:17](=[CH:16][CH:15]=[C:14]([C:6]3[O:7][C:3]([C:1]#[N:2])=[CH:4][CH:5]=3)[CH:13]=2)[NH:9][C:10]1=[O:25]. The catalyst class is: 108. (3) Reactant: [Cl:1][C:2]1[CH:7]=[CH:6][N:5]=[C:4]([CH2:8][C:9]#[N:10])[C:3]=1[O:11][CH3:12].[H-].[Na+].[CH2:15](I)[CH3:16]. Product: [Cl:1][C:2]1[CH:7]=[CH:6][N:5]=[C:4]([CH:8]([CH2:15][CH3:16])[C:9]#[N:10])[C:3]=1[O:11][CH3:12]. The catalyst class is: 20.